From a dataset of Reaction yield outcomes from USPTO patents with 853,638 reactions. Predict the reaction yield, written as a fraction of the theoretical maximum amount of product (1.0 means a 100% yield; for example, 0.34 means a 34% yield). (1) The reactants are [C:14]1(P([C:14]2[CH:19]=[CH:18][CH:17]=[CH:16][CH:15]=2)[C:14]2[CH:19]=[CH:18][CH:17]=[CH:16][CH:15]=2)[CH:19]=[CH:18][CH:17]=[CH:16][CH:15]=1.O1CCOCC1.Br[C:27]1[N:35]2[C:30]([CH:31]=[N:32][C:33]([NH:36][C:37]3[CH:51]=[CH:50][C:40]4[CH2:41][CH2:42][N:43]([CH2:46][CH2:47][O:48][CH3:49])[CH2:44][CH2:45][C:39]=4[CH:38]=3)=[N:34]2)=[CH:29][CH:28]=1.C1(B(O)O)C=CC=CC=1.CN(C)C=O.O. The catalyst is C(=O)([O-])[O-].[Na+].[Na+].C([O-])(=O)C.[Pd+2].C([O-])(=O)C. The product is [CH3:49][O:48][CH2:47][CH2:46][N:43]1[CH2:44][CH2:45][C:39]2[CH:38]=[C:37]([NH:36][C:33]3[N:32]=[CH:31][C:30]4=[CH:29][CH:28]=[C:27]([C:14]5[CH:15]=[CH:16][CH:17]=[CH:18][CH:19]=5)[N:35]4[N:34]=3)[CH:51]=[CH:50][C:40]=2[CH2:41][CH2:42]1. The yield is 0.370. (2) The reactants are [CH3:1][O:2][C:3](=[O:11])[C:4]1[CH:9]=[CH:8][CH:7]=[CH:6][C:5]=1[OH:10].F[C:13]1[CH:18]=[CH:17][C:16]([F:19])=[CH:15][C:14]=1[N+:20]([O-:22])=[O:21].[CH3:23][O:24][C:25](=[O:41])[C:26]1[CH:31]=[CH:30][CH:29]=[CH:28][C:27]=1[O:32][C:33]1[CH:38]=[CH:37][C:36]([F:39])=[CH:35][C:34]=1[NH2:40].[NH2:42][C:43]1[S:44][CH:45]=[CH:46][N:47]=1. No catalyst specified. The product is [CH3:1][O:2][C:3](=[O:11])[C:4]1[CH:9]=[CH:8][CH:7]=[CH:6][C:5]=1[O:10][C:13]1[CH:18]=[CH:17][C:16]([F:19])=[CH:15][C:14]=1[N+:20]([O-:22])=[O:21].[CH3:23][O:24][C:25](=[O:41])[C:26]1[CH:31]=[CH:30][CH:29]=[CH:28][C:27]=1[O:32][C:33]1[CH:38]=[CH:37][C:36]([F:39])=[CH:35][C:34]=1[NH:40][C:3]([NH:42][C:43]1[S:44][CH:45]=[CH:46][N:47]=1)=[O:11]. The yield is 0.550. (3) The reactants are Cl[C:2]1[C:11]2[C:6](=[CH:7][CH:8]=[C:9]([O:12][CH3:13])[CH:10]=2)[N:5]=[C:4]([C:14]2[CH:21]=[CH:20][C:17]([C:18]#[N:19])=[CH:16][CH:15]=2)[CH:3]=1.[F-:22].[Cs+]. The catalyst is [N+](CCCC)(CCCC)(CCCC)CCCC.[Br-].CS(C)=O. The product is [F:22][C:2]1[C:11]2[C:6](=[CH:7][CH:8]=[C:9]([O:12][CH3:13])[CH:10]=2)[N:5]=[C:4]([C:14]2[CH:21]=[CH:20][C:17]([C:18]#[N:19])=[CH:16][CH:15]=2)[CH:3]=1. The yield is 0.317.